Dataset: Forward reaction prediction with 1.9M reactions from USPTO patents (1976-2016). Task: Predict the product of the given reaction. Given the reactants C([BH-](CC)CC)C.[Li+].[Cl:9][C:10]1[C:15]([Cl:16])=[CH:14][CH:13]=[CH:12][C:11]=1[S:17]([NH:20][C:21]1[N:22]=[C:23]([F:33])[C:24]([C:29](OC)=[O:30])=[N:25][C:26]=1[O:27][CH3:28])(=[O:19])=[O:18], predict the reaction product. The product is: [Cl:9][C:10]1[C:15]([Cl:16])=[CH:14][CH:13]=[CH:12][C:11]=1[S:17]([NH:20][C:21]1[C:26]([O:27][CH3:28])=[N:25][C:24]([CH2:29][OH:30])=[C:23]([F:33])[N:22]=1)(=[O:19])=[O:18].